From a dataset of Forward reaction prediction with 1.9M reactions from USPTO patents (1976-2016). Predict the product of the given reaction. (1) The product is: [CH2:14]([NH:21][CH:9]1[CH2:8][CH2:7][C:6]2[C:11](=[CH:12][C:3]([O:2][CH3:1])=[CH:4][CH:5]=2)[CH2:10]1)[C:15]1[CH:20]=[CH:19][CH:18]=[CH:17][CH:16]=1. Given the reactants [CH3:1][O:2][C:3]1[CH:12]=[C:11]2[C:6]([CH2:7][CH2:8][C:9](=O)[CH2:10]2)=[CH:5][CH:4]=1.[CH2:14]([NH2:21])[C:15]1[CH:20]=[CH:19][CH:18]=[CH:17][CH:16]=1.C(O[BH-](OC(=O)C)OC(=O)C)(=O)C.[Na+].CC(O)=O, predict the reaction product. (2) The product is: [NH2:16][C:12]1[CH:13]=[C:14]([F:15])[C:9]([OH:8])=[C:10]([F:19])[CH:11]=1. Given the reactants C([O:8][C:9]1[C:14]([F:15])=[CH:13][C:12]([N+:16]([O-])=O)=[CH:11][C:10]=1[F:19])C1C=CC=CC=1, predict the reaction product. (3) The product is: [N:74]1([C:48]2[CH:49]=[C:50]([C:58]([NH:60][C:61]3[CH:62]=[C:63](/[CH:67]=[CH:68]/[C:69]([OH:71])=[O:70])[CH:64]=[CH:65][CH:66]=3)=[O:59])[C:51]3[C:56]([CH:57]=2)=[CH:55][CH:54]=[CH:53][CH:52]=3)[CH2:79][CH2:78][O:77][CH2:76][CH2:75]1. Given the reactants C1C=CC(P(C2C(C3C(P(C4C=CC=CC=4)C4C=CC=CC=4)=CC=C4C=3C=CC=C4)=C3C(C=CC=C3)=CC=2)C2C=CC=CC=2)=CC=1.Br[C:48]1[CH:49]=[C:50]([C:58]([NH:60][C:61]2[CH:62]=[C:63](/[CH:67]=[CH:68]/[C:69]([O:71]CC)=[O:70])[CH:64]=[CH:65][CH:66]=2)=[O:59])[C:51]2[C:56]([CH:57]=1)=[CH:55][CH:54]=[CH:53][CH:52]=2.[NH:74]1[CH2:79][CH2:78][O:77][CH2:76][CH2:75]1.CC(C)([O-])C.[K+], predict the reaction product. (4) Given the reactants [F:1][C:2]1[CH:7]=[C:6]([N+:8]([O-])=O)[CH:5]=[CH:4][C:3]=1[NH:11][C:12]1[C:13]2[C:20]([CH3:21])=[CH:19][N:18]([CH2:22][O:23][CH2:24][CH2:25][Si:26]([CH3:29])([CH3:28])[CH3:27])[C:14]=2[N:15]=[CH:16][CH:17]=1, predict the reaction product. The product is: [F:1][C:2]1[CH:7]=[C:6]([NH2:8])[CH:5]=[CH:4][C:3]=1[NH:11][C:12]1[CH:17]=[CH:16][N:15]=[C:14]2[N:18]([CH2:22][O:23][CH2:24][CH2:25][Si:26]([CH3:27])([CH3:29])[CH3:28])[CH:19]=[C:20]([CH3:21])[C:13]=12. (5) Given the reactants [OH:1][C:2]1[CH:9]=[CH:8][C:5]([CH:6]=[O:7])=[CH:4][CH:3]=1.C(N(CC)CC)C.[S:17](Cl)([C:20]1[CH:26]=[CH:25][C:23]([CH3:24])=[CH:22][CH:21]=1)(=[O:19])=[O:18].Cl, predict the reaction product. The product is: [CH:6]([C:5]1[CH:8]=[CH:9][C:2]([O:1][S:17]([C:20]2[CH:26]=[CH:25][C:23]([CH3:24])=[CH:22][CH:21]=2)(=[O:19])=[O:18])=[CH:3][CH:4]=1)=[O:7]. (6) Given the reactants [Br:1][C:2]1[CH:10]=[C:9]2[C:5]([CH:6]=[CH:7][N:8]2[CH3:11])=[C:4]([CH2:12][N:13]2[C:17]3[CH:18]=[CH:19][CH:20]=[CH:21][C:16]=3[N:15]([CH:22]([CH2:27][CH2:28][CH3:29])[CH2:23][C:24]([OH:26])=[O:25])[C:14]2=[O:30])[CH:3]=1.CC([OH:35])(C)C.C1C(=O)N(Br)C(=O)C1, predict the reaction product. The product is: [Br:1][C:2]1[CH:10]=[C:9]2[C:5]([CH2:6][C:7](=[O:35])[N:8]2[CH3:11])=[C:4]([CH2:12][N:13]2[C:17]3[CH:18]=[CH:19][CH:20]=[CH:21][C:16]=3[N:15]([CH:22]([CH2:27][CH2:28][CH3:29])[CH2:23][C:24]([OH:26])=[O:25])[C:14]2=[O:30])[CH:3]=1.